This data is from Full USPTO retrosynthesis dataset with 1.9M reactions from patents (1976-2016). The task is: Predict the reactants needed to synthesize the given product. (1) Given the product [Cl:18][C:17]1[CH:16]=[CH:15][C:14]([O:19][C:2]2[CH:7]=[N:6][C:5]([N+:8]([O-:10])=[O:9])=[CH:4][CH:3]=2)=[CH:13][C:12]=1[NH:11][C:26](=[O:27])[O:28][C:29]([CH3:32])([CH3:31])[CH3:30], predict the reactants needed to synthesize it. The reactants are: Br[C:2]1[CH:3]=[CH:4][C:5]([N+:8]([O-:10])=[O:9])=[N:6][CH:7]=1.[NH2:11][C:12]1[CH:13]=[C:14]([OH:19])[CH:15]=[CH:16][C:17]=1[Cl:18].C(=O)([O-])[O-].[Cs+].[Cs+].[C:26](O[C:26]([O:28][C:29]([CH3:32])([CH3:31])[CH3:30])=[O:27])([O:28][C:29]([CH3:32])([CH3:31])[CH3:30])=[O:27].C(O)(C)(C)C. (2) Given the product [F:24][C:2]([F:1])([F:23])[S:3][CH2:4][CH2:5][CH2:6][CH2:7][CH2:8][O:9][C:10]1[CH:11]=[CH:12][C:13]([CH3:22])=[C:14]([S:16]([CH2:17][C:18]([F:19])([F:20])[F:21])=[O:33])[CH:15]=1, predict the reactants needed to synthesize it. The reactants are: [F:1][C:2]([F:24])([F:23])[S:3][CH2:4][CH2:5][CH2:6][CH2:7][CH2:8][O:9][C:10]1[CH:15]=[C:14]([S:16][CH2:17][C:18]([F:21])([F:20])[F:19])[C:13]([CH3:22])=[CH:12][CH:11]=1.ClC1C=CC=C(C(OO)=[O:33])C=1.CCCCCC.C(OCC)(=O)C. (3) Given the product [Cl:1][C:2]1[CH:3]=[C:4]2[C:9]([CH:8]=[CH:7][CH:6]=[C:5]2[CH3:12])=[CH:10][CH:11]=1, predict the reactants needed to synthesize it. The reactants are: [Cl:1][C:2]1[CH:3]=[C:4]2[C:9](=[CH:10][CH:11]=1)[CH2:8][CH2:7][CH:6]=[C:5]2[CH3:12].ClC1C(=O)C(=O)C(Cl)=C(Cl)C=1Cl. (4) Given the product [F:16][C:13]1[CH:12]=[CH:11][C:10]([C@@H:9]([N:5]2[CH2:6][CH2:7][CH2:8]/[C:3](=[CH:2]\[C:18]3[CH:23]=[CH:22][C:21]([N:24]4[CH:28]=[C:27]([CH3:29])[N:26]=[CH:25]4)=[C:20]([O:30][CH3:31])[CH:19]=3)/[C:4]2=[O:17])[CH3:35])=[CH:15][CH:14]=1, predict the reactants needed to synthesize it. The reactants are: Cl[CH:2]([C:18]1[CH:23]=[CH:22][C:21]([N:24]2[CH:28]=[C:27]([CH3:29])[N:26]=[CH:25]2)=[C:20]([O:30][CH3:31])[CH:19]=1)[CH:3]1[CH2:8][CH2:7][CH2:6][N:5]([CH2:9][C:10]2[CH:15]=[CH:14][C:13]([F:16])=[CH:12][CH:11]=2)[C:4]1=[O:17].C[O-].[Na+].[CH3:35]OC(C)(C)C.O. (5) Given the product [ClH:37].[C:1]1([N:7]([CH2:30][CH2:31][C:32]([O:34][CH2:35][CH3:36])=[O:33])[C:8]([C:10]2[CH:29]=[CH:28][C:13]3[N:14]([CH3:27])[C:15]([CH2:17][CH2:18][C:19]4[CH:24]=[CH:23][C:22]([C:25](=[NH:45])[NH2:26])=[CH:21][CH:20]=4)=[N:16][C:12]=3[CH:11]=2)=[O:9])[CH:6]=[CH:5][CH:4]=[CH:3][CH:2]=1, predict the reactants needed to synthesize it. The reactants are: [C:1]1([N:7]([CH2:30][CH2:31][C:32]([O:34][CH2:35][CH3:36])=[O:33])[C:8]([C:10]2[CH:29]=[CH:28][C:13]3[N:14]([CH3:27])[C:15]([CH2:17][CH2:18][C:19]4[CH:24]=[CH:23][C:22]([C:25]#[N:26])=[CH:21][CH:20]=4)=[N:16][C:12]=3[CH:11]=2)=[O:9])[CH:6]=[CH:5][CH:4]=[CH:3][CH:2]=1.[ClH:37].C(O)C.C(=O)([O-])[O-].[NH4+:45].[NH4+]. (6) Given the product [NH2:1][C:2]1([C:8]([O:10][CH3:11])=[O:9])[CH2:7][CH2:6][CH2:5][CH2:4][CH2:3]1, predict the reactants needed to synthesize it. The reactants are: [NH2:1][C:2]1([C:8]([OH:10])=[O:9])[CH2:7][CH2:6][CH2:5][CH2:4][CH2:3]1.[CH3:11][Si](C=[N+]=[N-])(C)C.